This data is from Full USPTO retrosynthesis dataset with 1.9M reactions from patents (1976-2016). The task is: Predict the reactants needed to synthesize the given product. (1) Given the product [C:1]([C:4]1[C:12]2[C:7](=[CH:8][CH:9]=[C:10]([C:13]3[CH2:14][CH2:15][N:16]([C:19](=[O:21])[CH3:20])[CH2:17][CH:18]=3)[CH:11]=2)[N:6]([CH2:22][C:23]([N:68]2[CH2:72][C@H:71]([F:73])[CH2:70][C@H:69]2[C:74]([NH:76][C:77]2[C:78]([F:90])=[C:79]([C:83]3[CH:88]=[CH:87][CH:86]=[CH:85][C:84]=3[Cl:89])[CH:80]=[CH:81][CH:82]=2)=[O:75])=[O:25])[CH:5]=1)(=[O:3])[CH3:2], predict the reactants needed to synthesize it. The reactants are: [C:1]([C:4]1[C:12]2[C:7](=[CH:8][CH:9]=[C:10]([C:13]3[CH2:14][CH2:15][N:16]([C:19](=[O:21])[CH3:20])[CH2:17][CH:18]=3)[CH:11]=2)[N:6]([CH2:22][C:23]([OH:25])=O)[CH:5]=1)(=[O:3])[CH3:2].Cl.ClC1[C@H](F)CN[C@H]1C(NC1C=CC=C(Cl)N=1)=O.C(C1C2C(=CC=C(N3CCN(C(=O)C)CC3)C=2)N(CC([N:68]2[CH2:72][C@H:71]([F:73])[CH2:70][C@H:69]2[C:74]([NH:76][C:77]2[C:78]([F:90])=[C:79]([C:83]3[CH:88]=[CH:87][CH:86]=[CH:85][C:84]=3[Cl:89])[CH:80]=[CH:81][CH:82]=2)=[O:75])=O)C=1)(=O)C. (2) Given the product [CH3:1][O:2][C:3]1[CH:4]=[C:5]2[C:10](=[CH:11][C:12]=1[O:13][CH3:14])[N:9]=[CH:8][N:7]=[C:6]2[N:15]1[CH2:20][CH2:19][C:18]2[N:21]([CH3:26])[N:22]=[C:23]([CH2:24][OH:25])[C:17]=2[CH2:16]1, predict the reactants needed to synthesize it. The reactants are: [CH3:1][O:2][C:3]1[CH:4]=[C:5]2[C:10](=[CH:11][C:12]=1[O:13][CH3:14])[N:9]=[CH:8][N:7]=[C:6]2[N:15]1[CH2:20][CH2:19][C:18]2[NH:21][N:22]=[C:23]([CH2:24][OH:25])[C:17]=2[CH2:16]1.[CH3:26]C(C)([O-])C.[Na+].CI. (3) Given the product [C:1]([C:5]1[N:6]=[C:7]2[CH:12]=[C:11]([C:13]([NH:28][CH:24]3[CH2:27][CH2:26][CH2:25]3)=[O:14])[CH:10]=[CH:9][N:8]2[C:16]=1[CH2:17][CH:18]1[CH2:23][CH2:22][CH2:21][CH2:20][CH2:19]1)([CH3:3])([CH3:4])[CH3:2], predict the reactants needed to synthesize it. The reactants are: [C:1]([C:5]1[N:6]=[C:7]2[CH:12]=[C:11]([C:13](O)=[O:14])[CH:10]=[CH:9][N:8]2[C:16]=1[CH2:17][CH:18]1[CH2:23][CH2:22][CH2:21][CH2:20][CH2:19]1)([CH3:4])([CH3:3])[CH3:2].[CH:24]1([NH2:28])[CH2:27][CH2:26][CH2:25]1.